This data is from Catalyst prediction with 721,799 reactions and 888 catalyst types from USPTO. The task is: Predict which catalyst facilitates the given reaction. (1) Reactant: [OH:1][CH2:2][N:3]1[C:7](=[O:8])[C:6]([C:15]2[CH:20]=[CH:19][CH:18]=[CH:17][CH:16]=2)([C:9]2[CH:14]=[CH:13][CH:12]=[CH:11][CH:10]=2)[NH:5][C:4]1=[O:21].Cl[C:23](Cl)(Cl)[C:24]#N.[P:28]([O-])([O:38][CH2:39][C:40]1[CH:45]=[CH:44][CH:43]=[CH:42][CH:41]=1)([O:30][CH2:31][C:32]1[CH:37]=[CH:36][CH:35]=[CH:34][CH:33]=1)=[O:29].C(O)(C)C. Product: [N:5]12[CH2:24][CH2:23][CH2:7][N:3]=[C:4]1[CH2:18][CH2:19][CH2:20][CH2:15][CH2:6]2.[O:21]=[C:4]1[NH:5][C:6]([C:15]2[CH:16]=[CH:17][CH:18]=[CH:19][CH:20]=2)([C:9]2[CH:14]=[CH:13][CH:12]=[CH:11][CH:10]=2)[C:7](=[O:8])[N:3]1[CH2:2][O:1][P:28](=[O:29])([O:38][CH2:39][C:40]1[CH:45]=[CH:44][CH:43]=[CH:42][CH:41]=1)[O:30][CH2:31][C:32]1[CH:37]=[CH:36][CH:35]=[CH:34][CH:33]=1. The catalyst class is: 10. (2) Product: [Cl:1][C:2]1[C:9]([CH2:10][CH2:11][OH:12])=[CH:8][CH:7]=[CH:6][C:3]=1[CH2:4][N:37]1[CH2:38][CH2:39][C:33]2([O:32][CH2:31][CH2:30][N:29]([C:27]([C:25]3[N:26]=[C:22]([CH2:20][CH3:21])[S:23][CH:24]=3)=[O:28])[CH2:34]2)[CH2:35][CH2:36]1. The catalyst class is: 7. Reactant: [Cl:1][C:2]1[C:9]([CH2:10][CH2:11][OH:12])=[CH:8][CH:7]=[CH:6][C:3]=1[CH:4]=O.FC(F)(F)C(O)=O.[CH2:20]([C:22]1[S:23][CH:24]=[C:25]([C:27]([N:29]2[CH2:34][C:33]3([CH2:39][CH2:38][NH:37][CH2:36][CH2:35]3)[O:32][CH2:31][CH2:30]2)=[O:28])[N:26]=1)[CH3:21].C(N(CC)CC)C.C(O[BH-](OC(=O)C)OC(=O)C)(=O)C.[Na+]. (3) Reactant: C1(P(C2CCCCC2)C2C=CC=CC=2C2C(C(C)C)=CC(C(C)C)=CC=2C(C)C)CCCCC1.[O:35]1[CH2:40][CH2:39][N:38]([C:41]2[C:42]([NH2:60])=[N:43][C:44]3[C:49]([CH:50]=2)=[CH:48][C:47](B2OC(C)(C)C(C)(C)O2)=[CH:46][CH:45]=3)[CH2:37][CH2:36]1.P([O-])([O-])([O-])=O.[K+].[K+].[K+].Br[C:70]1[C:75]([CH3:76])=[CH:74][CH:73]=[CH:72][C:71]=1[C:77]#[C:78][C:79]([CH3:82])([CH3:81])[CH3:80]. Product: [CH3:80][C:79]([CH3:82])([CH3:81])[C:78]#[C:77][C:71]1[CH:72]=[CH:73][CH:74]=[C:75]([CH3:76])[C:70]=1[C:47]1[CH:48]=[C:49]2[C:44](=[CH:45][CH:46]=1)[N:43]=[C:42]([NH2:60])[C:41]([N:38]1[CH2:37][CH2:36][O:35][CH2:40][CH2:39]1)=[CH:50]2. The catalyst class is: 110. (4) Reactant: [OH-:1].[Na+].[OH:3][C:4]1[CH:5]=[C:6]2[C:11](=[CH:12][CH:13]=1)[O:10][CH:9]([C:14]1[CH:19]=[CH:18][CH:17]=[CH:16][CH:15]=1)[CH2:8][C:7]2=O.Cl.[NH2:22]O.Cl. Product: [OH:3][C:4]1[CH:5]=[C:6]2[C:11](=[CH:12][CH:13]=1)[O:10][CH:9]([C:14]1[CH:19]=[CH:18][CH:17]=[CH:16][CH:15]=1)[CH2:8][C:7]2=[N:22][OH:1]. The catalyst class is: 40. (5) Reactant: [NH2:1][C:2]1[CH:3]=[C:4]([CH2:8][CH2:9][C:10]([OH:12])=[O:11])[CH:5]=[CH:6][CH:7]=1.[C:13](=O)(OC)OC. Product: [CH3:13][NH:1][C:2]1[CH:3]=[C:4]([CH2:8][CH2:9][C:10]([OH:12])=[O:11])[CH:5]=[CH:6][CH:7]=1. The catalyst class is: 216. (6) Reactant: [OH:1][CH2:2][CH2:3][C:4]1[C:12]([O:13][CH2:14][CH2:15][Si:16]([CH3:19])([CH3:18])[CH3:17])=[C:11]2[C:7]([CH2:8][O:9][C:10]2=[O:20])=[C:6]([CH3:21])[C:5]=1[O:22][CH3:23].[CH:24]([O:27][P:28]([CH2:34]Br)(=[O:33])[O:29][CH:30]([CH3:32])[CH3:31])([CH3:26])[CH3:25].CC(C)([O-])C.[Li+]. Product: [CH:30]([O:29][P:28]([CH2:34][O:1][CH2:2][CH2:3][C:4]1[C:12]([O:13][CH2:14][CH2:15][Si:16]([CH3:19])([CH3:18])[CH3:17])=[C:11]2[C:7](=[C:6]([CH3:21])[C:5]=1[O:22][CH3:23])[CH2:8][O:9][C:10]2=[O:20])(=[O:33])[O:27][CH:24]([CH3:26])[CH3:25])([CH3:32])[CH3:31]. The catalyst class is: 3.